Dataset: Forward reaction prediction with 1.9M reactions from USPTO patents (1976-2016). Task: Predict the product of the given reaction. Given the reactants [C:1]([O:4][CH2:5][C:6]1[C:11](B2OC(C)(C)C(C)(C)O2)=[CH:10][CH:9]=[CH:8][C:7]=1[N:21]1[N:30]=[CH:29][C:28]2[C:23](=[C:24]([F:35])[CH:25]=[C:26]([C:31]([CH3:34])([CH3:33])[CH3:32])[CH:27]=2)[C:22]1=[O:36])(=[O:3])[CH3:2].Br[C:38]1[N:39]=[C:40]([NH:47][C:48]2[CH:53]=[CH:52][C:51]([CH:54]3[CH2:59][CH2:58][N:57]([CH3:60])[CH2:56][CH2:55]3)=[CH:50][CH:49]=2)[C:41]2[N:42]([CH:44]=[CH:45][N:46]=2)[CH:43]=1.C([O-])([O-])=O.[K+].[K+].CC(C1C=C(C(C)C)C(C2C=CC=CC=2P(C2CCCCC2)C2CCCCC2)=C(C(C)C)C=1)C, predict the reaction product. The product is: [C:31]([C:26]1[CH:27]=[C:28]2[C:23](=[C:24]([F:35])[CH:25]=1)[C:22](=[O:36])[N:21]([C:7]1[CH:8]=[CH:9][CH:10]=[C:11]([C:38]3[N:39]=[C:40]([NH:47][C:48]4[CH:49]=[CH:50][C:51]([CH:54]5[CH2:59][CH2:58][N:57]([CH3:60])[CH2:56][CH2:55]5)=[CH:52][CH:53]=4)[C:41]4[N:42]([CH:44]=[CH:45][N:46]=4)[CH:43]=3)[C:6]=1[CH2:5][O:4][C:1](=[O:3])[CH3:2])[N:30]=[CH:29]2)([CH3:33])([CH3:32])[CH3:34].